From a dataset of Catalyst prediction with 721,799 reactions and 888 catalyst types from USPTO. Predict which catalyst facilitates the given reaction. (1) Reactant: Br[CH2:2][CH2:3][CH2:4][O:5][C:6]1[CH:15]=[C:14]2[C:9]([C:10]([O:16][C:17]3[CH:22]=[CH:21][C:20]([NH:23][C:24]([NH:26][CH2:27][CH2:28][CH3:29])=[O:25])=[C:19]([Cl:30])[CH:18]=3)=[N:11][CH:12]=[N:13]2)=[CH:8][C:7]=1[O:31][CH3:32].C(=O)([O-])[O-].[K+].[K+].[NH:39]1[CH2:44][CH2:43][CH2:42][CH2:41][CH2:40]1. Product: [Cl:30][C:19]1[CH:18]=[C:17]([O:16][C:10]2[C:9]3[C:14](=[CH:15][C:6]([O:5][CH2:4][CH2:3][CH2:2][N:39]4[CH2:44][CH2:43][CH2:42][CH2:41][CH2:40]4)=[C:7]([O:31][CH3:32])[CH:8]=3)[N:13]=[CH:12][N:11]=2)[CH:22]=[CH:21][C:20]=1[NH:23][C:24]([NH:26][CH2:27][CH2:28][CH3:29])=[O:25]. The catalyst class is: 9. (2) Reactant: [Cl:1][C:2]1[CH:3]=[N:4][C:5]([N:12]2[CH2:16][CH2:15][CH:14]([O:17][C:18]3[CH:23]=[CH:22][CH:21]=[CH:20][CH:19]=3)[CH2:13]2)=[C:6]([CH:11]=1)[C:7]([O:9]C)=[O:8].[OH-].[Na+]. Product: [Cl:1][C:2]1[CH:3]=[N:4][C:5]([N:12]2[CH2:16][CH2:15][CH:14]([O:17][C:18]3[CH:23]=[CH:22][CH:21]=[CH:20][CH:19]=3)[CH2:13]2)=[C:6]([CH:11]=1)[C:7]([OH:9])=[O:8]. The catalyst class is: 5. (3) Reactant: C[O:2][C:3](=[O:33])[CH2:4][C:5]([N:7]([C@H:14]1[C:23]2[C:18](=[CH:19][CH:20]=[CH:21][CH:22]=2)[N:17]([C:24](=[O:31])[C:25]2[CH:30]=[CH:29][CH:28]=[CH:27][CH:26]=2)[C@@H:16]([CH3:32])[CH2:15]1)[C:8]1[CH:13]=[CH:12][CH:11]=[CH:10][CH:9]=1)=[O:6].[OH-].[Li+].ClCCl.C(=O)(O)[O-].[Na+]. Product: [C:24]([N:17]1[C:18]2[C:23](=[CH:22][CH:21]=[CH:20][CH:19]=2)[C@H:14]([N:7]([C:8]2[CH:13]=[CH:12][CH:11]=[CH:10][CH:9]=2)[C:5](=[O:6])[CH2:4][C:3]([OH:33])=[O:2])[CH2:15][C@@H:16]1[CH3:32])(=[O:31])[C:25]1[CH:30]=[CH:29][CH:28]=[CH:27][CH:26]=1. The catalyst class is: 24.